Dataset: Reaction yield outcomes from USPTO patents with 853,638 reactions. Task: Predict the reaction yield, written as a fraction of the theoretical maximum amount of product (1.0 means a 100% yield; for example, 0.34 means a 34% yield). The reactants are [CH3:1][O:2][C:3]1[CH:4]=[C:5]([CH:15]=[CH:16][C:17]=1[O:18][CH2:19][C:20]1[CH:21]=[N:22][C:23]([CH3:26])=[CH:24][CH:25]=1)[CH2:6][NH:7]C(=O)OC(C)(C)C.FC(F)(F)C(O)=O. The catalyst is ClCCl. The product is [CH3:1][O:2][C:3]1[CH:4]=[C:5]([CH2:6][NH2:7])[CH:15]=[CH:16][C:17]=1[O:18][CH2:19][C:20]1[CH:21]=[N:22][C:23]([CH3:26])=[CH:24][CH:25]=1. The yield is 0.900.